The task is: Predict the reaction yield, written as a fraction of the theoretical maximum amount of product (1.0 means a 100% yield; for example, 0.34 means a 34% yield).. This data is from Reaction yield outcomes from USPTO patents with 853,638 reactions. (1) The reactants are C[O:2][C:3](=O)[CH:4]([CH3:28])[CH2:5][C:6]1[CH:27]=[CH:26][C:9]2[C:10]3[N:14]([CH2:15][CH2:16][O:17][C:8]=2[CH:7]=1)[CH:13]=[C:12]([C:18]1[N:19]([CH:23]([CH3:25])[CH3:24])[N:20]=[CH:21][N:22]=1)[N:11]=3.O.[OH-].[Li+].C[N:34](C(ON1N=NC2C=CC=NC1=2)=[N+](C)C)C.F[P-](F)(F)(F)(F)F.[Cl-].[NH4+].C(N(CC)CC)C. The catalyst is CO.O. The product is [CH:23]([N:19]1[C:18]([C:12]2[N:11]=[C:10]3[C:9]4[CH:26]=[CH:27][C:6]([CH2:5][CH:4]([CH3:28])[C:3]([NH2:34])=[O:2])=[CH:7][C:8]=4[O:17][CH2:16][CH2:15][N:14]3[CH:13]=2)=[N:22][CH:21]=[N:20]1)([CH3:25])[CH3:24]. The yield is 0.420. (2) The reactants are C(OC(=O)[NH:7][C:8]1[S:9][C:10]([CH2:14][C:15]2[C:23]3[C:18](=[N:19][CH:20]=[C:21]([Cl:24])[CH:22]=3)[N:17]([S:25]([C:28]3[CH:33]=[CH:32][CH:31]=[CH:30][CH:29]=3)(=[O:27])=[O:26])[CH:16]=2)=[C:11]([Cl:13])[N:12]=1)(C)(C)C.Cl. The catalyst is ClCCl. The product is [C:28]1([S:25]([N:17]2[C:18]3=[N:19][CH:20]=[C:21]([Cl:24])[CH:22]=[C:23]3[C:15]([CH2:14][C:10]3[S:9][C:8]([NH2:7])=[N:12][C:11]=3[Cl:13])=[CH:16]2)(=[O:27])=[O:26])[CH:29]=[CH:30][CH:31]=[CH:32][CH:33]=1. The yield is 0.742. (3) The yield is 0.380. The product is [CH2:16]([O:18][CH2:2][C:3]1[O:7][N:6]=[C:5]([C:8]([OH:10])=[O:9])[CH:4]=1)[CH3:17]. No catalyst specified. The reactants are Br[CH2:2][C:3]1[O:7][N:6]=[C:5]([C:8]([O:10]CC)=[O:9])[CH:4]=1.[OH-].[Na+].Cl.[CH2:16]([OH:18])[CH3:17]. (4) The reactants are Cl[C:2]1[CH:7]=[C:6]([O:8][C:9]2[C:14]([F:15])=[CH:13][C:12]([NH:16][C:17]([C:19]3[C:20](=[O:36])[N:21]([C:29]4[CH:34]=[CH:33][C:32]([F:35])=[CH:31][CH:30]=4)[CH:22]=[CH:23][C:24]=3[O:25][CH:26]([CH3:28])[CH3:27])=[O:18])=[C:11]([F:37])[CH:10]=2)[CH:5]=[CH:4][N:3]=1.C([O-])([O-])=O.[Cs+].[Cs+].[C:44]([NH2:48])(=[O:47])[CH2:45][CH3:46].CC1(C)C2C(=C(P(C3C=CC=CC=3)C3C=CC=CC=3)C=CC=2)OC2C(P(C3C=CC=CC=3)C3C=CC=CC=3)=CC=CC1=2. The catalyst is O1CCOCC1.C1C=CC(/C=C/C(/C=C/C2C=CC=CC=2)=O)=CC=1.C1C=CC(/C=C/C(/C=C/C2C=CC=CC=2)=O)=CC=1.C1C=CC(/C=C/C(/C=C/C2C=CC=CC=2)=O)=CC=1.[Pd].[Pd]. The product is [F:37][C:11]1[CH:10]=[C:9]([O:8][C:6]2[CH:5]=[CH:4][N:3]=[C:2]([NH:48][C:44](=[O:47])[CH2:45][CH3:46])[CH:7]=2)[C:14]([F:15])=[CH:13][C:12]=1[NH:16][C:17]([C:19]1[C:20](=[O:36])[N:21]([C:29]2[CH:34]=[CH:33][C:32]([F:35])=[CH:31][CH:30]=2)[CH:22]=[CH:23][C:24]=1[O:25][CH:26]([CH3:28])[CH3:27])=[O:18]. The yield is 0.494. (5) The reactants are [C:1]1([C:23]2[CH:28]=[CH:27][CH:26]=[CH:25][CH:24]=2)[CH:6]=[CH:5][C:4]([CH2:7][C@@H:8]([NH:15][C:16]([O:18][C:19]([CH3:22])([CH3:21])[CH3:20])=[O:17])[CH2:9][C@@H:10]([CH3:14])[C:11](O)=[O:12])=[CH:3][CH:2]=1.[CH3:29][S:30]([NH2:33])(=[O:32])=[O:31].CCN=C=NCCCN(C)C.Cl.ON1C2N=CC=CC=2N=N1.CCN(C(C)C)C(C)C. The catalyst is CN(C=O)C. The product is [C:19]([O:18][C:16](=[O:17])[NH:15][C@H:8]([CH2:7][C:4]1[CH:5]=[CH:6][C:1]([C:23]2[CH:28]=[CH:27][CH:26]=[CH:25][CH:24]=2)=[CH:2][CH:3]=1)[CH2:9][C@@H:10]([CH3:14])[C:11]([NH:33][S:30]([CH3:29])(=[O:32])=[O:31])=[O:12])([CH3:22])([CH3:21])[CH3:20]. The yield is 0.550. (6) The reactants are Cl.CN(C)CCCN=C=NCC.OC1C=CC=C[N+]=1[O-].[Cl:21][C:22]1[CH:23]=[C:24]([N:39]2[CH:43]=[N:42][C:41]([C:44]([OH:46])=O)=[N:40]2)[CH:25]=[C:26]([Cl:38])[C:27]=1[O:28][CH2:29][C:30]1[CH:35]=[CH:34][C:33]([O:36][CH3:37])=[CH:32][CH:31]=1.[O:47]([C:54]1[CH:62]=[CH:61][C:57]([CH2:58][NH:59][OH:60])=[CH:56][CH:55]=1)[C:48]1[CH:53]=[CH:52][CH:51]=[CH:50][CH:49]=1. The catalyst is N1C=CC=CC=1. The product is [Cl:21][C:22]1[CH:23]=[C:24]([N:39]2[CH:43]=[N:42][C:41]([C:44]([N:59]([OH:60])[CH2:58][C:57]3[CH:56]=[CH:55][C:54]([O:47][C:48]4[CH:53]=[CH:52][CH:51]=[CH:50][CH:49]=4)=[CH:62][CH:61]=3)=[O:46])=[N:40]2)[CH:25]=[C:26]([Cl:38])[C:27]=1[O:28][CH2:29][C:30]1[CH:31]=[CH:32][C:33]([O:36][CH3:37])=[CH:34][CH:35]=1. The yield is 0.320. (7) The catalyst is CN(C=O)C. The product is [C:1]([C:5]1[CH:20]=[CH:19][C:8]([C:9]([NH:11][C:12]2[C:13]([NH:18][C:30]([C:27]3[CH:28]=[C:29]4[C:24]([CH:23]=[N:22][NH:21]4)=[CH:25][CH:26]=3)=[O:31])=[CH:14][CH:15]=[CH:16][CH:17]=2)=[O:10])=[CH:7][CH:6]=1)([CH3:4])([CH3:2])[CH3:3]. The yield is 0.260. The reactants are [C:1]([C:5]1[CH:20]=[CH:19][C:8]([C:9]([NH:11][C:12]2[C:13]([NH2:18])=[CH:14][CH:15]=[CH:16][CH:17]=2)=[O:10])=[CH:7][CH:6]=1)([CH3:4])([CH3:3])[CH3:2].[NH:21]1[C:29]2[C:24](=[CH:25][CH:26]=[C:27]([C:30](O)=[O:31])[CH:28]=2)[CH:23]=[N:22]1.C(Cl)CCl.